Predict the reactants needed to synthesize the given product. From a dataset of Full USPTO retrosynthesis dataset with 1.9M reactions from patents (1976-2016). (1) Given the product [C:5]1([C-:21]2[CH:22]=[CH:23][CH:24]=[C:19]2[PH:25][Cl:27])[CH:8]=[CH:7][CH:2]=[CH:3][CH:4]=1.[Br:17][C-:12]1[CH:16]=[CH:15][CH:14]=[CH:13]1.[Fe+2:18], predict the reactants needed to synthesize it. The reactants are: [Li][CH2:2][CH2:3][CH2:4][CH3:5].Br[C-:7]1C=CC=[CH:8]1.[C-:12]1([Br:17])[CH:16]=[CH:15][CH:14]=[CH:13]1.[Fe+2:18].[C:19]1([P:25]([Cl:27])Cl)[CH:24]=[CH:23][CH:22]=[CH:21]C=1.ClP. (2) Given the product [CH3:1][O:2][C:3](=[O:19])[C:4]1[CH:9]=[CH:8][C:7]([N:10]2[CH:11]=[C:12]([CH3:13])[N:24]=[CH:15]2)=[C:6]([O:17][CH3:18])[CH:5]=1, predict the reactants needed to synthesize it. The reactants are: [CH3:1][O:2][C:3](=[O:19])[C:4]1[CH:9]=[CH:8][C:7]([N:10]([CH:15]=O)[CH2:11][C:12](=O)[CH3:13])=[C:6]([O:17][CH3:18])[CH:5]=1.C([O-])(=O)C.[NH4+:24].N.C(OCC)(=O)C. (3) Given the product [C:1]([O:5][C:6](=[O:15])[NH:7][C:8]1[CH:13]=[C:12]([CH2:14][C:24]([CH:21]2[CH2:22][CH2:23]2)([OH:25])[C:26]2[CH:31]=[CH:30][CH:29]=[CH:28][CH:27]=2)[CH:11]=[CH:10][N:9]=1)([CH3:4])([CH3:3])[CH3:2], predict the reactants needed to synthesize it. The reactants are: [C:1]([O:5][C:6](=[O:15])[NH:7][C:8]1[CH:13]=[C:12]([CH3:14])[CH:11]=[CH:10][N:9]=1)([CH3:4])([CH3:3])[CH3:2].[Li]CCCC.[CH:21]1([C:24]([C:26]2[CH:31]=[CH:30][CH:29]=[CH:28][CH:27]=2)=[O:25])[CH2:23][CH2:22]1.[NH4+].[Cl-]. (4) Given the product [F:26][C:27]([F:32])([F:31])[C:28]([O-:30])=[O:29].[NH:23]1[CH:24]=[CH:25][C:21]([C:19]([NH:18][C:12]2[CH:13]=[N:14][C:15]3[CH2:16][CH2:17][NH2+:8][CH2:9][C:10]=3[CH:11]=2)=[O:20])=[N:22]1, predict the reactants needed to synthesize it. The reactants are: C(OC([N:8]1[CH2:17][CH2:16][C:15]2[N:14]=[CH:13][C:12]([NH:18][C:19]([C:21]3[CH:25]=[CH:24][NH:23][N:22]=3)=[O:20])=[CH:11][C:10]=2[CH2:9]1)=O)(C)(C)C.[F:26][C:27]([F:32])([F:31])[C:28]([OH:30])=[O:29]. (5) The reactants are: CN(C)[CH2:3][CH2:4]NC.C([Li])CCC.[F:13][C:14]1[C:23]2[C:18](=[CH:19][CH:20]=[CH:21][CH:22]=2)[C:17]([CH:24]=[O:25])=C[CH:15]=1.Cl. Given the product [F:13][C:14]1[C:23]2[C:18](=[CH:19][CH:20]=[CH:21][CH:22]=2)[C:17]([CH:24]=[O:25])=[C:3]([CH3:4])[CH:15]=1, predict the reactants needed to synthesize it. (6) Given the product [C:1]1([C:7]2[O:11][C:10]3[C:12]([OH:13])=[N:20][C:18]([OH:19])=[N:17][C:9]=3[CH:8]=2)[CH:6]=[CH:5][CH:4]=[CH:3][CH:2]=1, predict the reactants needed to synthesize it. The reactants are: [C:1]1([C:7]2[O:11][C:10]([C:12](OCC)=[O:13])=[C:9]([NH:17][C:18]([NH2:20])=[O:19])[CH:8]=2)[CH:6]=[CH:5][CH:4]=[CH:3][CH:2]=1.[OH-].[Na+].Cl. (7) Given the product [CH2:39]([C:40]1[N:18]2[CH2:17][C@@H:16]([CH2:15][O:14][C:13]3[CH:12]=[CH:11][C:10]([CH:4]4[CH2:5][C:6]([CH3:8])([CH3:9])[CH2:7][C:2]([CH3:24])([CH3:1])[CH2:3]4)=[CH:23][CH:22]=3)[O:20][C:19]2=[N:21][C:42](=[O:45])[CH:41]=1)[CH3:33], predict the reactants needed to synthesize it. The reactants are: [CH3:1][C:2]1([CH3:24])[CH2:7][C:6]([CH3:9])([CH3:8])[CH2:5][CH:4]([C:10]2[CH:23]=[CH:22][C:13]([O:14][CH2:15][CH:16]3[O:20][C:19]([NH2:21])=[N:18][CH2:17]3)=[CH:12][CH:11]=2)[CH2:3]1.C1O[C@H]1CCl.CC1(C)CC(C)(C)C[CH:33]([C:39]2C=C[C:42]([OH:45])=[CH:41][CH:40]=2)C1.C(OCC)(=O)C#CCC. (8) Given the product [Cl:28][C:22]1[CH:23]=[C:24]([F:27])[CH:25]=[CH:26][C:21]=1[C:5]1[N:4]=[C:3]([N:30]2[CH2:35][CH2:34][CH2:33][CH:32]([NH:36][C:37]3[N:42]=[CH:41][C:40]([C:43]#[N:44])=[CH:39][CH:38]=3)[CH2:31]2)[N:8]2[N:9]=[C:10]([CH:12]3[CH2:17][CH2:16][N:15]([CH:18]([CH3:20])[CH3:19])[CH2:14][CH2:13]3)[N:11]=[C:7]2[CH:6]=1, predict the reactants needed to synthesize it. The reactants are: Cl.Cl[C:3]1[N:8]2[N:9]=[C:10]([CH:12]3[CH2:17][CH2:16][N:15]([CH:18]([CH3:20])[CH3:19])[CH2:14][CH2:13]3)[N:11]=[C:7]2[CH:6]=[C:5]([C:21]2[CH:26]=[CH:25][C:24]([F:27])=[CH:23][C:22]=2[Cl:28])[N:4]=1.Cl.[NH:30]1[CH2:35][CH2:34][CH2:33][CH:32]([NH:36][C:37]2[N:42]=[CH:41][C:40]([C:43]#[N:44])=[CH:39][CH:38]=2)[CH2:31]1.C(N(CC)C(C)C)(C)C. (9) Given the product [C:1]1([N:7]2[C:11]([NH:12][C:25](=[O:26])[O:24][C:18]3[CH:23]=[CH:22][CH:21]=[CH:20][CH:19]=3)=[C:10]3[CH2:13][CH2:14][CH2:15][C:9]3=[N:8]2)[CH:2]=[CH:3][CH:4]=[CH:5][CH:6]=1, predict the reactants needed to synthesize it. The reactants are: [C:1]1([N:7]2[C:11]([NH2:12])=[C:10]3[CH2:13][CH2:14][CH2:15][C:9]3=[N:8]2)[CH:6]=[CH:5][CH:4]=[CH:3][CH:2]=1.[OH-].[Na+].[C:18]1([O:24][C:25](Cl)=[O:26])[CH:23]=[CH:22][CH:21]=[CH:20][CH:19]=1. (10) Given the product [Cl:1][C:2]1[C:3](=[O:16])[N:4]([C:9]2[CH:13]=[C:12]([I:14])[N:11]([CH3:15])[N:10]=2)[CH:5]([OH:8])[C:6]=1[CH3:7], predict the reactants needed to synthesize it. The reactants are: [Cl:1][C:2]1[C:3](=[O:16])[N:4]([C:9]2[CH:13]=[C:12]([I:14])[N:11]([CH3:15])[N:10]=2)[C:5](=[O:8])[C:6]=1[CH3:7].[BH4-].[Na+].O.C(OCC)(=O)C.